From a dataset of Forward reaction prediction with 1.9M reactions from USPTO patents (1976-2016). Predict the product of the given reaction. (1) Given the reactants [Br:1][C:2]1[CH:10]=[C:9]2[C:5]([C:6]([F:13])([F:12])[C:7](=[O:11])[NH:8]2)=[CH:4][CH:3]=1.C(=O)([O-])[O-].[K+].[K+].Br[CH2:21][C:22]1[CH:27]=[CH:26][C:25]([O:28][CH3:29])=[CH:24][CH:23]=1, predict the reaction product. The product is: [Br:1][C:2]1[CH:10]=[C:9]2[C:5]([C:6]([F:13])([F:12])[C:7](=[O:11])[N:8]2[CH2:21][C:22]2[CH:27]=[CH:26][C:25]([O:28][CH3:29])=[CH:24][CH:23]=2)=[CH:4][CH:3]=1. (2) Given the reactants [CH3:1][O:2][C:3]1[CH:4]=[C:5]2[C:10](=[O:11])[O:9][C:7](=O)[C:6]2=[CH:12][C:13]=1[O:14][CH3:15].[CH3:16][C:17]1([CH3:37])[CH:21]([C:22]2[CH:27]=[CH:26][C:25]([CH3:28])=[CH:24][CH:23]=2)[C:20]2[C:29]([CH3:36])=[C:30]([NH2:35])[C:31]([CH3:34])=[C:32]([CH3:33])[C:19]=2[O:18]1.C(N=C=NCCCN(C)C)C.ON1C2C=CC=CC=2N=N1.[OH-].[Na+], predict the reaction product. The product is: [CH3:15][O:14][C:13]1[CH:12]=[C:6]2[C:5](=[CH:4][C:3]=1[O:2][CH3:1])[C:10](=[O:11])[N:35]([C:30]1[C:31]([CH3:34])=[C:32]([CH3:33])[C:19]3[O:18][C:17]([CH3:37])([CH3:16])[CH:21]([C:22]4[CH:27]=[CH:26][C:25]([CH3:28])=[CH:24][CH:23]=4)[C:20]=3[C:29]=1[CH3:36])[C:7]2=[O:9]. (3) Given the reactants [Cl:1][C:2]1[N:7]=[C:6]([C:8]([O:10][CH2:11][CH3:12])=[O:9])[C:5]([N+:13]([O-])=O)=[C:4](Cl)[N:3]=1.[O-2].[Mg+2], predict the reaction product. The product is: [NH2:13][C:5]1[C:6]([C:8]([O:10][CH2:11][CH3:12])=[O:9])=[N:7][C:2]([Cl:1])=[N:3][CH:4]=1.